Dataset: Full USPTO retrosynthesis dataset with 1.9M reactions from patents (1976-2016). Task: Predict the reactants needed to synthesize the given product. (1) Given the product [Cl:1][C:2]1[CH:3]=[C:4]([NH:16][C:17]2[C:18]3[CH:26]=[C:25]([NH2:27])[N:24]=[CH:23][C:19]=3[N:20]=[CH:21][N:22]=2)[CH:5]=[CH:6][C:7]=1[O:8][CH2:9][C:10]1[CH:15]=[CH:14][CH:13]=[CH:12][N:11]=1, predict the reactants needed to synthesize it. The reactants are: [Cl:1][C:2]1[CH:3]=[C:4]([NH:16][C:17]2[C:18]3[CH:26]=[C:25]([NH:27]CC4C=CC(OC)=CC=4)[N:24]=[CH:23][C:19]=3[N:20]=[CH:21][N:22]=2)[CH:5]=[CH:6][C:7]=1[O:8][CH2:9][C:10]1[CH:15]=[CH:14][CH:13]=[CH:12][N:11]=1.FC(F)(F)C(O)=O.C1(OC)C=CC=CC=1. (2) Given the product [Br:1][C:2]1[CH:9]=[CH:8][C:5]([C:6]2[CH2:24][C:23]([C:21]3[CH:22]=[C:17]([Cl:16])[CH:18]=[C:19]([Cl:29])[CH:20]=3)([C:25]([F:26])([F:27])[F:28])[O:11][N:10]=2)=[CH:4][CH:3]=1, predict the reactants needed to synthesize it. The reactants are: [Br:1][C:2]1[CH:9]=[CH:8][C:5]([CH:6]=O)=[CH:4][CH:3]=1.[NH2:10][OH:11].C(O)(=O)C.[Cl:16][C:17]1[CH:22]=[C:21]([C:23]([C:25]([F:28])([F:27])[F:26])=[CH2:24])[CH:20]=[C:19]([Cl:29])[CH:18]=1.Cl[O-].[Na+]. (3) Given the product [Cl:1][C:2]1[CH:3]=[C:4]([N:10]2[C:14]([CH3:15])=[C:13]([CH2:16][C:17]3[CH:18]=[CH:19][C:20]([C:21]([NH:31][CH2:30][C:29]([F:33])([F:32])[F:28])=[O:23])=[CH:24][CH:25]=3)[C:12]([CH3:26])=[N:11]2)[CH:5]=[CH:6][C:7]=1[C:8]#[N:9], predict the reactants needed to synthesize it. The reactants are: [Cl:1][C:2]1[CH:3]=[C:4]([N:10]2[C:14]([CH3:15])=[C:13]([CH2:16][C:17]3[CH:25]=[CH:24][C:20]([C:21]([OH:23])=O)=[CH:19][CH:18]=3)[C:12]([CH3:26])=[N:11]2)[CH:5]=[CH:6][C:7]=1[C:8]#[N:9].Cl.[F:28][C:29]([F:33])([F:32])[CH2:30][NH2:31].